From a dataset of Full USPTO retrosynthesis dataset with 1.9M reactions from patents (1976-2016). Predict the reactants needed to synthesize the given product. Given the product [Cl:1][C:2]1[N:7]([CH2:11][C:12]2[CH:13]=[CH:14][C:15]([C:18]3[C:19]([C:24]#[N:25])=[CH:20][CH:21]=[CH:22][CH:23]=3)=[CH:16][CH:17]=2)[C:6](=[O:8])[NH:5][C:4](=[O:9])[CH:3]=1, predict the reactants needed to synthesize it. The reactants are: [Cl:1][C:2]1[NH:7][C:6](=[O:8])[NH:5][C:4](=[O:9])[CH:3]=1.Br[CH2:11][C:12]1[CH:17]=[CH:16][C:15]([C:18]2[C:19]([C:24]#[N:25])=[CH:20][CH:21]=[CH:22][CH:23]=2)=[CH:14][CH:13]=1.C(=O)([O-])[O-].[K+].[K+].[OH-].[Na+].